This data is from Full USPTO retrosynthesis dataset with 1.9M reactions from patents (1976-2016). The task is: Predict the reactants needed to synthesize the given product. (1) The reactants are: [CH:1]1[C:10]2[C:5](=[CH:6][CH:7]=[CH:8][CH:9]=2)[CH:4]=[CH:3][C:2]=1[OH:11].[F:12][C:13]1[CH:14]=[C:15]([CH:18]=[C:19]([F:22])[C:20]=1[F:21])[CH:16]=O.[C:23]([CH2:25][C:26]([O:28][CH2:29][CH3:30])=[O:27])#[N:24].N1CCCCC1. Given the product [CH2:29]([O:28][C:26]([C:25]1[CH:16]([C:15]2[CH:14]=[C:13]([F:12])[C:20]([F:21])=[C:19]([F:22])[CH:18]=2)[C:3]2[C:2](=[CH:1][C:10]3[CH:9]=[CH:8][CH:7]=[CH:6][C:5]=3[CH:4]=2)[O:11][C:23]=1[NH2:24])=[O:27])[CH3:30], predict the reactants needed to synthesize it. (2) Given the product [CH2:15]([O:17][C:18](=[O:27])[CH2:19][N:20]1[C:24](=[O:25])/[C:23](=[CH:13]/[C:11]2[O:12][C:8]([C:4]3[CH:5]=[CH:6][CH:7]=[C:2]([I:1])[CH:3]=3)=[CH:9][CH:10]=2)/[NH:22][C:21]1=[S:26])[CH3:16], predict the reactants needed to synthesize it. The reactants are: [I:1][C:2]1[CH:3]=[C:4]([C:8]2[O:12][C:11]([CH:13]=O)=[CH:10][CH:9]=2)[CH:5]=[CH:6][CH:7]=1.[CH2:15]([O:17][C:18](=[O:27])[CH2:19][N:20]1[C:24](=[O:25])[CH2:23][NH:22][C:21]1=[S:26])[CH3:16].N1CCCCC1. (3) Given the product [Cl:33][C:19]1[C:20]([NH:22][C:23]2[CH:32]=[CH:31][CH:30]=[CH:29][C:24]=2[O:25][CH2:26][C:27]#[N:28])=[N:21][C:16]([NH:13][C:9]2[C:4]3[O:5][CH2:6][CH2:7][CH2:8][C:2]([CH3:14])([CH3:1])[C:3]=3[CH:12]=[CH:11][CH:10]=2)=[N:17][CH:18]=1, predict the reactants needed to synthesize it. The reactants are: [CH3:1][C:2]1([CH3:14])[CH2:8][CH2:7][CH2:6][O:5][C:4]2[C:9]([NH2:13])=[CH:10][CH:11]=[CH:12][C:3]1=2.Cl[C:16]1[N:21]=[C:20]([NH:22][C:23]2[CH:32]=[CH:31][CH:30]=[CH:29][C:24]=2[O:25][CH2:26][C:27]#[N:28])[C:19]([Cl:33])=[CH:18][N:17]=1. (4) Given the product [CH2:19]([O:21][C:22]1[CH:23]=[CH:24][C:25]([F:31])=[C:26]([C:2]2[CH:3]=[C:4]([NH:8][CH:9]([C:13]3[CH:18]=[CH:17][CH:16]=[CH:15][CH:14]=3)[C:10]([NH2:12])=[O:11])[CH:5]=[N:6][CH:7]=2)[CH:27]=1)[CH3:20], predict the reactants needed to synthesize it. The reactants are: Br[C:2]1[CH:3]=[C:4]([NH:8][CH:9]([C:13]2[CH:18]=[CH:17][CH:16]=[CH:15][CH:14]=2)[C:10]([NH2:12])=[O:11])[CH:5]=[N:6][CH:7]=1.[CH2:19]([O:21][C:22]1[CH:23]=[CH:24][C:25]([F:31])=[C:26](B(O)O)[CH:27]=1)[CH3:20].C(=O)([O-])[O-].[K+].[K+].COCCOC. (5) Given the product [CH2:1]([N:3]1[CH:7]=[C:6](/[CH:8]=[CH:11]/[C:12]([OH:14])=[O:13])[CH:5]=[N:4]1)[CH3:2], predict the reactants needed to synthesize it. The reactants are: [CH2:1]([N:3]1[CH:7]=[C:6]([CH:8]=O)[CH:5]=[N:4]1)[CH3:2].C(O)(=O)[CH2:11][C:12]([OH:14])=[O:13].N1CCCCC1.Cl. (6) Given the product [CH3:28][N:2]([CH3:1])[CH2:3][CH2:4][CH2:5][CH2:6][O:7][C:8]1[CH:9]=[CH:10][C:11]([N:14]([CH:30]([CH3:31])[CH3:29])[S:15]([C:18]2[CH:19]=[CH:20][C:21]([C:24]([F:26])([F:27])[F:25])=[CH:22][CH:23]=2)(=[O:17])=[O:16])=[CH:12][CH:13]=1, predict the reactants needed to synthesize it. The reactants are: [CH3:1][N:2]([CH3:28])[CH2:3][CH2:4][CH2:5][CH2:6][O:7][C:8]1[CH:13]=[CH:12][C:11]([NH:14][S:15]([C:18]2[CH:23]=[CH:22][C:21]([C:24]([F:27])([F:26])[F:25])=[CH:20][CH:19]=2)(=[O:17])=[O:16])=[CH:10][CH:9]=1.[CH2:29](O)[CH2:30][CH3:31]. (7) The reactants are: [C:1]1([SH:7])[CH:6]=[CH:5][CH:4]=[CH:3][CH:2]=1.C([Li])CCC.[CH3:13][C:14]1([CH3:41])[N:18]([C:19]([O:21][C:22]([CH3:25])([CH3:24])[CH3:23])=[O:20])[C@@H:17]([CH2:26][C:27]2[CH:32]=[CH:31][C:30](OS(C(F)(F)F)(=O)=O)=[CH:29][CH:28]=2)[CH2:16][O:15]1.[Cl-].[Li+]. Given the product [CH3:13][C:14]1([CH3:41])[N:18]([C:19]([O:21][C:22]([CH3:23])([CH3:25])[CH3:24])=[O:20])[C@@H:17]([CH2:26][C:27]2[CH:32]=[CH:31][C:30]([S:7][C:1]3[CH:6]=[CH:5][CH:4]=[CH:3][CH:2]=3)=[CH:29][CH:28]=2)[CH2:16][O:15]1, predict the reactants needed to synthesize it.